Dataset: Peptide-MHC class I binding affinity with 185,985 pairs from IEDB/IMGT. Task: Regression. Given a peptide amino acid sequence and an MHC pseudo amino acid sequence, predict their binding affinity value. This is MHC class I binding data. The peptide sequence is YIALGRARV. The MHC is HLA-B40:01 with pseudo-sequence HLA-B40:01. The binding affinity (normalized) is 0.0847.